Dataset: Forward reaction prediction with 1.9M reactions from USPTO patents (1976-2016). Task: Predict the product of the given reaction. (1) Given the reactants [Cl:1][C:2]1[CH:7]=[CH:6][C:5]([N:8]2[CH2:17][C:16]3[C:12]4=[C:13]([C:21](=[O:25])[N:22]([CH3:24])[CH:23]=[C:11]4[C:10]4[CH:26]=[CH:27][CH:28]=[CH:29][C:9]2=4)[NH:14][C:15]=3[C:18](O)=[O:19])=[CH:4][CH:3]=1.C(Cl)(=O)C(Cl)=O.CN(C)C=O.[CH3:41][N:42]1[CH2:47][CH2:46][NH:45][CH2:44][CH2:43]1, predict the reaction product. The product is: [Cl:1][C:2]1[CH:3]=[CH:4][C:5]([N:8]2[CH2:17][C:16]3[C:12]4=[C:13]([C:21](=[O:25])[N:22]([CH3:24])[CH:23]=[C:11]4[C:10]4[CH:26]=[CH:27][CH:28]=[CH:29][C:9]2=4)[NH:14][C:15]=3[C:18]([N:45]2[CH2:46][CH2:47][N:42]([CH3:41])[CH2:43][CH2:44]2)=[O:19])=[CH:6][CH:7]=1. (2) Given the reactants Br[C:2]1[CH:9]=[CH:8][C:5]([C:6]#[N:7])=[C:4]([NH:10][CH:11]2[CH2:16][CH2:15][CH:14]([OH:17])[CH2:13][CH2:12]2)[CH:3]=1.[CH3:18][S:19]([C:22]1[CH:23]=[C:24](B(O)O)[CH:25]=[CH:26][CH:27]=1)(=[O:21])=[O:20].C(=O)([O-])[O-].[Na+].[Na+].C(COC)OC, predict the reaction product. The product is: [OH:17][CH:14]1[CH2:15][CH2:16][CH:11]([NH:10][C:4]2[CH:3]=[C:2]([C:26]3[CH:25]=[CH:24][CH:23]=[C:22]([S:19]([CH3:18])(=[O:21])=[O:20])[CH:27]=3)[CH:9]=[CH:8][C:5]=2[C:6]#[N:7])[CH2:12][CH2:13]1. (3) Given the reactants [OH:1][C:2]1[CH:3]=[C:4]([CH:31]=[CH:32][C:33]=1[O:34][CH3:35])[CH2:5][CH:6]1[C:15]2[C:10](=[CH:11][C:12]([O:18][CH3:19])=[C:13]([O:16][CH3:17])[CH:14]=2)[CH2:9][CH2:8][N:7]1[CH2:20][C:21]([NH:23][CH2:24][C:25]1[CH:30]=[CH:29][CH:28]=[CH:27][CH:26]=1)=[O:22].[CH2:36](Br)[CH:37]=[CH2:38], predict the reaction product. The product is: [CH2:38]([O:1][C:2]1[CH:3]=[C:4]([CH:31]=[CH:32][C:33]=1[O:34][CH3:35])[CH2:5][CH:6]1[C:15]2[C:10](=[CH:11][C:12]([O:18][CH3:19])=[C:13]([O:16][CH3:17])[CH:14]=2)[CH2:9][CH2:8][N:7]1[CH2:20][C:21]([NH:23][CH2:24][C:25]1[CH:30]=[CH:29][CH:28]=[CH:27][CH:26]=1)=[O:22])[CH:37]=[CH2:36]. (4) Given the reactants [O:1]([C:8]1[N:13]=[CH:12][C:11]([NH2:14])=[CH:10][CH:9]=1)[C:2]1[CH:7]=[CH:6][CH:5]=[CH:4][CH:3]=1.[F:15][C:16]([F:33])([F:32])[C:17]1[CH:18]=[C:19]([N:23]2[CH2:28][CH2:27][CH:26]([C:29](O)=[O:30])[CH2:25][CH2:24]2)[CH:20]=[CH:21][CH:22]=1, predict the reaction product. The product is: [O:1]([C:8]1[N:13]=[CH:12][C:11]([NH:14][C:29]([CH:26]2[CH2:25][CH2:24][N:23]([C:19]3[CH:20]=[CH:21][CH:22]=[C:17]([C:16]([F:33])([F:15])[F:32])[CH:18]=3)[CH2:28][CH2:27]2)=[O:30])=[CH:10][CH:9]=1)[C:2]1[CH:3]=[CH:4][CH:5]=[CH:6][CH:7]=1.